Dataset: Reaction yield outcomes from USPTO patents with 853,638 reactions. Task: Predict the reaction yield, written as a fraction of the theoretical maximum amount of product (1.0 means a 100% yield; for example, 0.34 means a 34% yield). The reactants are [NH2:1][C:2]1[CH:7]=[C:6]([O:8][C:9]2[CH:14]=[CH:13][C:12]([N+:15]([O-:17])=[O:16])=[CH:11][CH:10]=2)[CH:5]=[CH:4][N:3]=1.C(N(CC)CC)C.Cl[C:26]([O:28][C:29]1[CH:34]=[CH:33][CH:32]=[CH:31][CH:30]=1)=[O:27].N1CCOCC1. The catalyst is O1CCCC1.C(OCC)C. The product is [C:29]1([O:28][C:26](=[O:27])[NH:1][C:2]2[CH:7]=[C:6]([O:8][C:9]3[CH:10]=[CH:11][C:12]([N+:15]([O-:17])=[O:16])=[CH:13][CH:14]=3)[CH:5]=[CH:4][N:3]=2)[CH:34]=[CH:33][CH:32]=[CH:31][CH:30]=1. The yield is 0.938.